From a dataset of Forward reaction prediction with 1.9M reactions from USPTO patents (1976-2016). Predict the product of the given reaction. (1) Given the reactants F[C:2]1[CH:7]=[CH:6][C:5]([C:8]2[CH:13]=[CH:12][CH:11]=[CH:10][CH:9]=2)=[CH:4][C:3]=1[N+:14]([O-:16])=[O:15].[CH:17]([C:20]1[CH:26]=[CH:25][CH:24]=[CH:23][C:21]=1[NH2:22])([CH3:19])[CH3:18].[F-].[K+], predict the reaction product. The product is: [CH:17]([C:20]1[CH:26]=[CH:25][CH:24]=[CH:23][C:21]=1[NH:22][C:2]1[CH:7]=[CH:6][C:5]([C:8]2[CH:13]=[CH:12][CH:11]=[CH:10][CH:9]=2)=[CH:4][C:3]=1[N+:14]([O-:16])=[O:15])([CH3:19])[CH3:18]. (2) Given the reactants [N:1]1[C:5](=[C:6]2[N:10]=[N:9][N:8]=[N:7]2)[N:4]=[N:3][N:2]=1.C(=O)([O-])[O-].[NH4+:15].[NH4+].[Cu:17], predict the reaction product. The product is: [N:1]1[C:5](=[C:6]2[N:10]=[N:9][N:8]=[N:7]2)[N:4]=[N:3][N:2]=1.[NH4+:15].[NH4+:1].[Cu+2:17]. (3) Given the reactants [NH2:1][C:2]1[C:7]([N+:8]([O-:10])=[O:9])=[CH:6][C:5]([CH3:11])=[C:4]([CH:12]2[CH2:14][CH2:13]2)[CH:3]=1.[H-].[Na+].Br[CH2:18][CH2:19][CH2:20][C:21]1[CH:26]=[CH:25][CH:24]=[CH:23][CH:22]=1, predict the reaction product. The product is: [CH:12]1([C:4]2[C:5]([CH3:11])=[CH:6][C:7]([N+:8]([O-:10])=[O:9])=[C:2]([CH:3]=2)[NH:1][CH2:18][CH2:19][CH2:20][C:21]2[CH:26]=[CH:25][CH:24]=[CH:23][CH:22]=2)[CH2:13][CH2:14]1. (4) Given the reactants Br[C:2]1[C:11]([CH3:12])=[C:10]([O:13][CH3:14])[C:9]2[C:4](=[CH:5][CH:6]=[CH:7][CH:8]=2)[C:3]=1[O:15][CH3:16].[F:17][C:18]1[CH:26]=[C:25]([C:27]([F:30])([F:29])[F:28])[CH:24]=[CH:23][C:19]=1[C:20](Cl)=[O:21], predict the reaction product. The product is: [CH3:16][O:15][C:3]1[C:4]2[C:9](=[CH:8][CH:7]=[CH:6][CH:5]=2)[C:10]([O:13][CH3:14])=[C:11]([CH3:12])[C:2]=1[C:20]([C:19]1[CH:23]=[CH:24][C:25]([C:27]([F:28])([F:29])[F:30])=[CH:26][C:18]=1[F:17])=[O:21]. (5) Given the reactants Br[C:2]1[N:3]=[C:4]([S:11]([CH2:14][C:15]2[CH:20]=[CH:19][C:18]([Cl:21])=[CH:17][CH:16]=2)(=[O:13])=[O:12])[C:5](=[O:10])[N:6]([CH2:8][CH3:9])[CH:7]=1.[C:22]1(B(O)O)[CH:27]=[CH:26][CH:25]=[CH:24][CH:23]=1.C(=O)([O-])[O-].[Cs+].[Cs+].O, predict the reaction product. The product is: [Cl:21][C:18]1[CH:19]=[CH:20][C:15]([CH2:14][S:11]([C:4]2[C:5](=[O:10])[N:6]([CH2:8][CH3:9])[CH:7]=[C:2]([C:22]3[CH:27]=[CH:26][CH:25]=[CH:24][CH:23]=3)[N:3]=2)(=[O:13])=[O:12])=[CH:16][CH:17]=1. (6) Given the reactants Br[CH:2]([CH3:19])[C:3]([N:5]([CH:12]1[CH2:17][CH2:16][N:15]([CH3:18])[CH2:14][CH2:13]1)[C:6]1[CH:11]=[CH:10][CH:9]=[CH:8][CH:7]=1)=[O:4].[Al+3].[Cl-].[Cl-].[Cl-].[OH-].[Na+], predict the reaction product. The product is: [CH3:19][CH:2]1[C:11]2[C:6](=[CH:7][CH:8]=[CH:9][CH:10]=2)[N:5]([CH:12]2[CH2:17][CH2:16][N:15]([CH3:18])[CH2:14][CH2:13]2)[C:3]1=[O:4]. (7) Given the reactants C1C=C(Cl)C=C(C(OO)=[O:9])C=1.[Cl:12][C:13]1[CH:14]=[CH:15][C:16]([S:36][C:37]2[CH:42]=[CH:41][CH:40]=[CH:39][CH:38]=2)=[C:17]([CH2:19][N:20]2[C:29](=[O:30])[C:28]3[C:23](=[CH:24][CH:25]=[C:26]([C:31]([F:34])([F:33])[F:32])[CH:27]=3)[NH:22][C:21]2=[O:35])[CH:18]=1, predict the reaction product. The product is: [C:37]1([S:36]([C:16]2[CH:15]=[CH:14][C:13]([Cl:12])=[CH:18][C:17]=2[CH2:19][N:20]2[C:29](=[O:30])[C:28]3[C:23](=[CH:24][CH:25]=[C:26]([C:31]([F:32])([F:34])[F:33])[CH:27]=3)[NH:22][C:21]2=[O:35])=[O:9])[CH:38]=[CH:39][CH:40]=[CH:41][CH:42]=1. (8) Given the reactants [NH2:1][CH:2]1[C:6]2[CH:7]=[N:8][CH:9]=[C:10]([C:11]3[CH:12]=[C:13]4[C:18](=[CH:19][CH:20]=3)[N:17]([CH3:21])[C:16](=[O:22])[CH2:15][CH2:14]4)[C:5]=2[CH2:4][CH2:3]1.[CH2:23]([S:25](Cl)(=[O:27])=[O:26])[CH3:24], predict the reaction product. The product is: [CH3:21][N:17]1[C:18]2[C:13](=[CH:12][C:11]([C:10]3[C:5]4[CH2:4][CH2:3][CH:2]([NH:1][S:25]([CH2:23][CH3:24])(=[O:27])=[O:26])[C:6]=4[CH:7]=[N:8][CH:9]=3)=[CH:20][CH:19]=2)[CH2:14][CH2:15][C:16]1=[O:22]. (9) Given the reactants [Cl:1][C:2]1[CH:10]=[C:6]([C:7]([OH:9])=O)[C:5]([OH:11])=[CH:4][CH:3]=1.[F:12][C:13]([F:22])([F:21])[C:14]1[CH:20]=[CH:19][CH:18]=[CH:17][C:15]=1[NH2:16], predict the reaction product. The product is: [Cl:1][C:2]1[CH:3]=[CH:4][C:5]([OH:11])=[C:6]([CH:10]=1)[C:7]([NH:16][C:15]1[CH:17]=[CH:18][CH:19]=[CH:20][C:14]=1[C:13]([F:12])([F:21])[F:22])=[O:9].